From a dataset of Catalyst prediction with 721,799 reactions and 888 catalyst types from USPTO. Predict which catalyst facilitates the given reaction. (1) Reactant: [NH2:1][CH2:2][CH2:3][NH:4][S:5]([C:8]1[CH:13]=[CH:12][CH:11]=[C:10]([CH:14]2[C:23]3[C:18](=[C:19]([Cl:25])[CH:20]=[C:21]([Cl:24])[CH:22]=3)[CH2:17][N:16]([CH3:26])[CH2:15]2)[CH:9]=1)(=[O:7])=[O:6].[OH:27][CH:28]([CH:39]([OH:50])[C:40]([O:42]N1C(=O)CCC1=O)=O)[C:29]([O:31]N1C(=O)CCC1=O)=O.[CH2:51]([N:53]([CH2:56][CH3:57])[CH2:54][CH3:55])C. Product: [Cl:24][C:21]1[CH:22]=[C:23]2[C:18](=[C:19]([Cl:25])[CH:20]=1)[CH2:17][N:16]([CH3:26])[CH2:15][CH:14]2[C:10]1[CH:9]=[C:8]([S:5]([NH:4][CH2:3][CH2:2][NH:1][C:29](=[O:31])[CH:28]([OH:27])[CH:39]([OH:50])[C:40]([NH:1][CH2:2][CH2:3][NH:4][S:5]([C:8]2[CH:13]=[CH:12][CH:11]=[C:10]([CH:55]3[C:23]4[C:57](=[C:19]([Cl:25])[CH:20]=[C:21]([Cl:24])[CH:22]=4)[CH2:56][N:53]([CH3:51])[CH2:54]3)[CH:9]=2)(=[O:6])=[O:7])=[O:42])(=[O:7])=[O:6])[CH:13]=[CH:12][CH:11]=1. The catalyst class is: 3. (2) Reactant: [NH2:1][C:2]1[C:7]([N+:8]([O-:10])=[O:9])=[CH:6][CH:5]=[CH:4][C:3]=1[OH:11].[CH2:12]([CH:14]1[O:16][CH2:15]1)Br.C(=O)([O-])[O-].[K+].[K+]. Product: [N+:8]([C:7]1[CH:6]=[CH:5][CH:4]=[C:3]([O:11][CH2:12][CH:14]2[CH2:15][O:16]2)[C:2]=1[NH2:1])([O-:10])=[O:9]. The catalyst class is: 3.